Dataset: Catalyst prediction with 721,799 reactions and 888 catalyst types from USPTO. Task: Predict which catalyst facilitates the given reaction. (1) Reactant: Br[C:2]1[CH:11]=[C:10]2[C:5]([C:6]([S:22][CH3:23])=[N:7][C:8]([C:12]([F:21])([F:20])[C:13]3[CH:18]=[CH:17][C:16]([F:19])=[CH:15][CH:14]=3)=[N:9]2)=[CH:4][CH:3]=1.[O:24]1[CH2:27][C:26](=[O:28])[CH2:25]1.C([Li])CCC.C1COCC1.CC(O)=O. Product: [F:20][C:12]([F:21])([C:13]1[CH:18]=[CH:17][C:16]([F:19])=[CH:15][CH:14]=1)[C:8]1[N:7]=[C:6]([S:22][CH3:23])[C:5]2[C:10](=[CH:11][C:2]([C:26]3([OH:28])[CH2:27][O:24][CH2:25]3)=[CH:3][CH:4]=2)[N:9]=1. The catalyst class is: 1. (2) Reactant: [H-].[H-].[H-].[H-].[Li+].[Al+3].[CH:7]1[C:16]2[C:17]3[C:23](=O)[NH:22][CH2:21][CH2:20][CH2:19][C:18]=3[N:14]3[C:15]=2[C:10]([CH2:11][CH2:12][CH2:13]3)=[CH:9][CH:8]=1.O.[OH-].[Na+]. Product: [CH:7]1[C:16]2[C:17]3[CH2:23][NH:22][CH2:21][CH2:20][CH2:19][C:18]=3[N:14]3[C:15]=2[C:10]([CH2:11][CH2:12][CH2:13]3)=[CH:9][CH:8]=1. The catalyst class is: 12. (3) Reactant: Br[C:2]1[CH:7]=[CH:6][C:5]([F:8])=[C:4]([O:9][CH3:10])[CH:3]=1.[C:11]([O:16][CH3:17])(=[O:15])[C:12]([CH3:14])=[CH2:13].N(CCCC)(CCCC)CCCC. Product: [F:8][C:5]1[CH:6]=[CH:7][C:2]([CH:13]=[C:12]([CH3:14])[C:11]([O:16][CH3:17])=[O:15])=[CH:3][C:4]=1[O:9][CH3:10]. The catalyst class is: 416. (4) Reactant: [F:1][C:2]([F:20])([F:19])[O:3][C:4]1[CH:9]=[CH:8][C:7]([N:10]2[CH2:17][CH:16]3[NH:18][CH:12]([CH2:13][CH2:14][CH2:15]3)[CH2:11]2)=[CH:6][CH:5]=1.[CH3:21][O:22][C:23]([CH:25]1[CH2:33][C:32]2[C:27](=[CH:28][CH:29]=[CH:30][C:31]=2[S:34](Cl)(=[O:36])=[O:35])[CH2:26]1)=[O:24].C(=O)([O-])[O-].[K+].[K+]. Product: [CH3:21][O:22][C:23]([CH:25]1[CH2:33][C:32]2[C:27](=[CH:28][CH:29]=[CH:30][C:31]=2[S:34]([N:18]2[CH:16]3[CH2:15][CH2:14][CH2:13][CH:12]2[CH2:11][N:10]([C:7]2[CH:8]=[CH:9][C:4]([O:3][C:2]([F:1])([F:19])[F:20])=[CH:5][CH:6]=2)[CH2:17]3)(=[O:36])=[O:35])[CH2:26]1)=[O:24]. The catalyst class is: 10. (5) Reactant: CN(C(ON1N=NC2C=CC=CC1=2)=[N+](C)C)C.[B-](F)(F)(F)F.C(N(CC)CC)C.[CH3:30][N:31]1[CH2:36][CH2:35][N:34]([CH:37]2[CH2:42][CH2:41][NH:40][CH2:39][CH2:38]2)[CH2:33][CH2:32]1.[NH2:43][C:44]1[C:49]([C:50]([F:53])([F:52])[F:51])=[CH:48][C:47]([CH2:54][C@@H:55]([O:59][CH2:60][C:61]2[CH:66]=[CH:65][CH:64]=[CH:63][CH:62]=2)[C:56](O)=[O:57])=[CH:46][C:45]=1[Cl:67]. Product: [NH2:43][C:44]1[C:49]([C:50]([F:51])([F:52])[F:53])=[CH:48][C:47]([CH2:54][C@@H:55]([O:59][CH2:60][C:61]2[CH:66]=[CH:65][CH:64]=[CH:63][CH:62]=2)[C:56]([N:40]2[CH2:41][CH2:42][CH:37]([N:34]3[CH2:35][CH2:36][N:31]([CH3:30])[CH2:32][CH2:33]3)[CH2:38][CH2:39]2)=[O:57])=[CH:46][C:45]=1[Cl:67]. The catalyst class is: 1. (6) Reactant: [CH3:1][N:2]1[C:6]2([CH2:18][C:9]3=[N:10][CH:11]=[C:12]([C:14]([O:16]C)=[O:15])[CH:13]=[C:8]3[CH2:7]2)[C:5](=[O:19])[NH:4][C:3]1=[O:20].[OH-].[Li+].Cl. Product: [CH3:1][N:2]1[C:6]2([CH2:18][C:9]3=[N:10][CH:11]=[C:12]([C:14]([OH:16])=[O:15])[CH:13]=[C:8]3[CH2:7]2)[C:5](=[O:19])[NH:4][C:3]1=[O:20]. The catalyst class is: 20. (7) Reactant: [CH2:1]([O:3][C:4]1[CH:9]=[CH:8][CH:7]=[CH:6][C:5]=1[N:10]1[CH:14]=[CH:13][N:12]=[CH:11]1)[CH3:2].[Br:15][CH2:16][CH2:17][CH3:18]. Product: [Br-:15].[CH2:1]([O:3][C:4]1[CH:9]=[CH:8][CH:7]=[CH:6][C:5]=1[N+:10]1[CH:14]=[CH:13][N:12]([CH2:16][CH2:17][CH3:18])[CH:11]=1)[CH3:2]. The catalyst class is: 1.